Dataset: Forward reaction prediction with 1.9M reactions from USPTO patents (1976-2016). Task: Predict the product of the given reaction. (1) Given the reactants [CH:1]1[CH:6]=[N:5][CH:4]=[C:3]([CH2:7][C:8]([P:14]([OH:17])([OH:16])=[O:15])([P:10]([OH:13])([OH:12])=[O:11])[OH:9])[CH:2]=1.[OH-].[Mg+2:19].[OH-], predict the reaction product. The product is: [Mg:19].[CH:1]1[CH:6]=[N:5][CH:4]=[C:3]([CH2:7][C:8]([P:10]([OH:12])([OH:13])=[O:11])([P:14]([OH:17])([OH:16])=[O:15])[OH:9])[CH:2]=1. (2) Given the reactants [C:1]1(=[O:8])[O:7][C:5](=[O:6])[CH2:4][CH2:3][CH2:2]1.[OH:9][N:10]1[C:14](=[O:15])[CH2:13][CH2:12][C:11]1=[O:16], predict the reaction product. The product is: [O:16]=[C:11]1[CH2:12][CH2:13][C:14](=[O:15])[N:10]1[O:9][C:1](=[O:8])[CH2:2][CH2:3][CH2:4][C:5]([OH:7])=[O:6]. (3) Given the reactants [N-]=[C:2]=S.[C:4]([C:8]1[CH:9]=[CH:10][CH:11]=[CH:12][CH:13]=1)([CH3:7])([CH3:6])[CH3:5].[NH2:14][C:15]1[CH:16]=[C:17]([CH:36]=[CH:37][C:38]=1NC)[O:18][C:19]1[CH:24]=[CH:23][N:22]=[C:21]([NH:25][C:26](=[O:35])[CH2:27][N:28]2[CH2:33][CH2:32][CH:31]([CH3:34])[CH2:30][CH2:29]2)[CH:20]=1.[NH2:41][C:42]([NH2:44])=S, predict the reaction product. The product is: [C:4]([C:8]1[CH:13]=[C:12]([NH:41][C:42]2[N:44]([CH3:2])[C:38]3[CH:37]=[CH:36][C:17]([O:18][C:19]4[CH:24]=[CH:23][N:22]=[C:21]([NH:25][C:26](=[O:35])[CH2:27][N:28]5[CH2:29][CH2:30][CH:31]([CH3:34])[CH2:32][CH2:33]5)[CH:20]=4)=[CH:16][C:15]=3[N:14]=2)[CH:11]=[CH:10][CH:9]=1)([CH3:7])([CH3:6])[CH3:5]. (4) Given the reactants [C:1]([C:3]1[CH:31]=[CH:30][C:6]2[NH:7][C:8]([CH2:10][C:11]3[C:19]([O:20][CH3:21])=[CH:18][C:17]([CH3:22])=[C:16]4[C:12]=3[CH:13]=[CH:14][N:15]4C(OC(C)(C)C)=O)=[N:9][C:5]=2[CH:4]=1)#[N:2].C([O-])([O-])=O.[Cs+].[Cs+], predict the reaction product. The product is: [CH3:21][O:20][C:19]1[C:11]([CH2:10][C:8]2[NH:7][C:6]3[CH:30]=[CH:31][C:3]([C:1]#[N:2])=[CH:4][C:5]=3[N:9]=2)=[C:12]2[C:16](=[C:17]([CH3:22])[CH:18]=1)[NH:15][CH:14]=[CH:13]2.